This data is from Peptide-MHC class II binding affinity with 134,281 pairs from IEDB. The task is: Regression. Given a peptide amino acid sequence and an MHC pseudo amino acid sequence, predict their binding affinity value. This is MHC class II binding data. The peptide sequence is TVDKSKPKVYQWFDLRKY. The MHC is DRB3_0101 with pseudo-sequence DRB3_0101. The binding affinity (normalized) is 0.379.